Dataset: Peptide-MHC class II binding affinity with 134,281 pairs from IEDB. Task: Regression. Given a peptide amino acid sequence and an MHC pseudo amino acid sequence, predict their binding affinity value. This is MHC class II binding data. (1) The peptide sequence is SGGFSTTVSTEQNVP. The MHC is HLA-DQA10301-DQB10302 with pseudo-sequence HLA-DQA10301-DQB10302. The binding affinity (normalized) is 0.383. (2) The MHC is DRB1_0701 with pseudo-sequence DRB1_0701. The peptide sequence is NGPMAVSMTGVMRGN. The binding affinity (normalized) is 0.646. (3) The peptide sequence is RVIAQGPTATFEAMY. The MHC is DRB1_1001 with pseudo-sequence DRB1_1001. The binding affinity (normalized) is 0.608. (4) The peptide sequence is PSMGRDIKVQFQSGG. The MHC is HLA-DQA10201-DQB10202 with pseudo-sequence HLA-DQA10201-DQB10202. The binding affinity (normalized) is 0.0880. (5) The peptide sequence is DLSLLGKARKVVVTKDETTI. The MHC is DRB1_0301 with pseudo-sequence DRB1_0301. The binding affinity (normalized) is 0. (6) The peptide sequence is VIIMDEAHFLDPASI. The MHC is DRB3_0101 with pseudo-sequence DRB3_0101. The binding affinity (normalized) is 0.808.